Dataset: Merck oncology drug combination screen with 23,052 pairs across 39 cell lines. Task: Regression. Given two drug SMILES strings and cell line genomic features, predict the synergy score measuring deviation from expected non-interaction effect. (1) Drug 1: COC12C(COC(N)=O)C3=C(C(=O)C(C)=C(N)C3=O)N1CC1NC12. Drug 2: NC(=O)c1cccc2cn(-c3ccc(C4CCCNC4)cc3)nc12. Cell line: A2780. Synergy scores: synergy=5.31. (2) Drug 1: CCC1(O)CC2CN(CCc3c([nH]c4ccccc34)C(C(=O)OC)(c3cc4c(cc3OC)N(C)C3C(O)(C(=O)OC)C(OC(C)=O)C5(CC)C=CCN6CCC43C65)C2)C1. Drug 2: CC(C)CC(NC(=O)C(Cc1ccccc1)NC(=O)c1cnccn1)B(O)O. Cell line: A427. Synergy scores: synergy=-12.9. (3) Drug 1: CN(Cc1cnc2nc(N)nc(N)c2n1)c1ccc(C(=O)NC(CCC(=O)O)C(=O)O)cc1. Drug 2: CNC(=O)c1cc(Oc2ccc(NC(=O)Nc3ccc(Cl)c(C(F)(F)F)c3)cc2)ccn1. Cell line: OVCAR3. Synergy scores: synergy=-26.6. (4) Drug 1: Nc1ccn(C2OC(CO)C(O)C2(F)F)c(=O)n1. Drug 2: Cn1cc(-c2cnn3c(N)c(Br)c(C4CCCNC4)nc23)cn1. Cell line: COLO320DM. Synergy scores: synergy=20.3.